From a dataset of Full USPTO retrosynthesis dataset with 1.9M reactions from patents (1976-2016). Predict the reactants needed to synthesize the given product. (1) The reactants are: [I:1]C1C=CC2C3CCN(C(OC(C)(C)C)=O)CC3OC=2C=1.CC1(C)C(C)(C)OB([C:30]2[C:35]3[O:36][CH:37]4[CH:42]([C:34]=3[CH:33]=[CH:32][CH:31]=2)[CH2:41][CH2:40][N:39]([C:43]([O:45][C:46]([CH3:49])([CH3:48])[CH3:47])=[O:44])[CH2:38]4)O1. Given the product [I:1][C:30]1[C:35]2[O:36][CH:37]3[CH:42]([C:34]=2[CH:33]=[CH:32][CH:31]=1)[CH2:41][CH2:40][N:39]([C:43]([O:45][C:46]([CH3:49])([CH3:48])[CH3:47])=[O:44])[CH2:38]3, predict the reactants needed to synthesize it. (2) Given the product [C:27]([O:31][C:32]([N:34]1[CH2:39][CH2:38][CH:37]([CH2:40][CH2:41][O:42][C:16]2[C:11]([C:9](=[O:10])[NH:8][CH2:1][C:2]3[CH:3]=[CH:4][CH:5]=[CH:6][CH:7]=3)=[C:12]([Cl:20])[N:13]=[C:14]([S:18][CH3:19])[N:15]=2)[CH2:36][CH2:35]1)=[O:33])([CH3:30])([CH3:29])[CH3:28], predict the reactants needed to synthesize it. The reactants are: [CH2:1]([NH:8][C:9]([C:11]1[C:12]([Cl:20])=[N:13][C:14]([S:18][CH3:19])=[N:15][C:16]=1Cl)=[O:10])[C:2]1[CH:7]=[CH:6][CH:5]=[CH:4][CH:3]=1.CC([O-])(C)C.[K+].[C:27]([O:31][C:32]([N:34]1[CH2:39][CH2:38][CH:37]([CH2:40][CH2:41][OH:42])[CH2:36][CH2:35]1)=[O:33])([CH3:30])([CH3:29])[CH3:28]. (3) The reactants are: [CH2:1]([N:8]1[CH2:12][CH2:11][C:10]([C:14]2[CH:19]=[CH:18][CH:17]=[C:16]([F:20])[C:15]=2[F:21])(O)[CH2:9]1)[C:2]1[CH:7]=[CH:6][CH:5]=[CH:4][CH:3]=1.C(N(S(F)(F)[F:28])CC)C.C(=O)([O-])O.[Na+]. Given the product [CH2:1]([N:8]1[CH2:12][CH2:11][C:10]([C:14]2[CH:19]=[CH:18][CH:17]=[C:16]([F:20])[C:15]=2[F:21])([F:28])[CH2:9]1)[C:2]1[CH:7]=[CH:6][CH:5]=[CH:4][CH:3]=1, predict the reactants needed to synthesize it. (4) Given the product [CH2:1]([O:8][CH2:9][CH:10]1[CH2:15][N:14]([S:16]([C:19]2[CH:28]=[CH:27][C:26]3[C:21](=[CH:22][CH:23]=[CH:24][CH:25]=3)[CH:20]=2)(=[O:17])=[O:18])[CH2:13][CH:12]([CH2:29][S:33][C:31](=[O:34])[CH3:32])[CH2:11]1)[C:2]1[CH:3]=[CH:4][CH:5]=[CH:6][CH:7]=1, predict the reactants needed to synthesize it. The reactants are: [CH2:1]([O:8][CH2:9][CH:10]1[CH2:15][N:14]([S:16]([C:19]2[CH:28]=[CH:27][C:26]3[C:21](=[CH:22][CH:23]=[CH:24][CH:25]=3)[CH:20]=2)(=[O:18])=[O:17])[CH2:13][CH:12]([CH2:29]O)[CH2:11]1)[C:2]1[CH:7]=[CH:6][CH:5]=[CH:4][CH:3]=1.[C:31]([OH:34])(=[S:33])[CH3:32]. (5) The reactants are: [OH:1][C:2]1[C:13]([OH:14])=[CH:12][CH:11]=[CH:10][C:3]=1[CH2:4][C@@H:5]([C:7]([OH:9])=[O:8])[NH2:6].S(Cl)(Cl)=O.Cl.C(OC(=O)C)C.[CH2:26](O)[CH2:27][CH2:28][CH3:29]. Given the product [CH2:26]([O:8][C:7](=[O:9])[C@H:5]([CH2:4][C:3]1[CH:10]=[CH:11][CH:12]=[C:13]([OH:14])[C:2]=1[OH:1])[NH2:6])[CH2:27][CH2:28][CH3:29], predict the reactants needed to synthesize it. (6) Given the product [OH:17][C:13]([CH2:12][C:5]1[C:6]2[C:11](=[CH:10][CH:9]=[CH:8][CH:7]=2)[NH:3][CH:4]=1)([C:14]([OH:16])=[O:15])[CH2:20][C:19](=[N:28][OH:1])[C:18]([OH:26])=[O:25], predict the reactants needed to synthesize it. The reactants are: [OH-:1].[K+].[NH:3]1[C:11]2[C:6](=[CH:7][CH:8]=[CH:9][CH:10]=2)[C:5]([CH2:12][C:13](=[O:17])[C:14]([OH:16])=[O:15])=[CH:4]1.[C:18]([OH:26])(=[O:25])[CH2:19][C:20](C(O)=O)=O.Cl.[NH2:28]O.[OH-].[Na+].Cl. (7) Given the product [Cl:1][C:2]1[CH:3]=[N:4][C:5]([NH:11][CH2:12][C:13]([F:16])([F:15])[F:14])=[C:6]([CH:10]=1)[C:7]([NH:52][C:48]([CH3:49])([C:50]#[CH:51])[CH3:47])=[O:9], predict the reactants needed to synthesize it. The reactants are: [Cl:1][C:2]1[CH:3]=[N:4][C:5]([NH:11][CH2:12][C:13]([F:16])([F:15])[F:14])=[C:6]([CH:10]=1)[C:7]([OH:9])=O.CCN=C=NCCCN(C)C.C1C=CC2N(O)N=NC=2C=1.CCN(C(C)C)C(C)C.[CH3:47][C:48]([NH2:52])([C:50]#[CH:51])[CH3:49]. (8) Given the product [ClH:20].[CH2:1]([O:3][N:4]([CH3:19])[C:5]1[N:6]=[C:7]([NH:15][CH2:16][CH2:17][CH3:18])[N:8]=[C:9]([NH:11][CH2:12][C:13]#[CH:14])[N:10]=1)[CH3:2], predict the reactants needed to synthesize it. The reactants are: [CH2:1]([O:3][N:4]([CH3:19])[C:5]1[N:10]=[C:9]([NH:11][CH2:12][CH2:13][CH3:14])[N:8]=[C:7]([NH:15][CH2:16][C:17]#[CH:18])[N:6]=1)[CH3:2].[ClH:20].C(OCC)C.Cl.C(ONC1N=C(NCCC)N=C(NCC#C)N=1)(C)(C)C. (9) Given the product [CH3:29][O:28][CH:27]([O:30][CH3:31])[CH2:26][CH2:25][N:6]1[C:5](=[O:8])[N:4]([C:9]([C:11]2[CH:12]=[CH:13][CH:14]=[CH:15][CH:16]=2)=[O:10])[C:3](=[O:17])[C:2]([CH3:1])=[N:7]1, predict the reactants needed to synthesize it. The reactants are: [CH3:1][C:2]1[C:3](=[O:17])[N:4]([C:9]([C:11]2[CH:16]=[CH:15][CH:14]=[CH:13][CH:12]=2)=[O:10])[C:5](=[O:8])[NH:6][N:7]=1.C(=O)([O-])[O-].[K+].[K+].Br[CH2:25][CH2:26][CH:27]([O:30][CH3:31])[O:28][CH3:29]. (10) The reactants are: [Cl:1][C:2]1[CH:3]=[C:4]([Mg]Br)[CH:5]=[C:6]([F:8])[CH:7]=1.[Cl:11][CH2:12][CH2:13][C:14](Cl)=[O:15].Cl. Given the product [Cl:11][CH2:12][CH2:13][C:14]([C:4]1[CH:5]=[C:6]([F:8])[CH:7]=[C:2]([Cl:1])[CH:3]=1)=[O:15], predict the reactants needed to synthesize it.